This data is from CYP2D6 substrate classification data from Carbon-Mangels et al.. The task is: Regression/Classification. Given a drug SMILES string, predict its absorption, distribution, metabolism, or excretion properties. Task type varies by dataset: regression for continuous measurements (e.g., permeability, clearance, half-life) or binary classification for categorical outcomes (e.g., BBB penetration, CYP inhibition). Dataset: cyp2d6_substrate_carbonmangels. (1) The compound is COc1cc(N[C@@H](C)CCCN)c2ncccc2c1. The result is 1 (substrate). (2) The molecule is CC(C)(C)N1CCC(c2ccccc2)(c2ccccc2)CC1. The result is 0 (non-substrate). (3) The drug is CC(C)(C)NC[C@@H](O)c1ccc(O)c(CO)c1. The result is 0 (non-substrate). (4) The compound is O=C1NC(c2ccccc2)(c2ccccc2)C(=O)N1COP(=O)(O)O. The result is 0 (non-substrate).